This data is from Full USPTO retrosynthesis dataset with 1.9M reactions from patents (1976-2016). The task is: Predict the reactants needed to synthesize the given product. (1) Given the product [S:37]1[C:38]2[C:43](=[N:42][CH:41]=[C:40]([C:45]([O:47][CH2:48][CH3:49])=[O:46])[CH:39]=2)[O:44][CH2:35][CH2:36]1, predict the reactants needed to synthesize it. The reactants are: C1(P(C2C=CC=CC=2)C2C=CC=CC=2)C=CC=CC=1.N(C(OC(C)C)=O)=NC(OC(C)C)=O.O[CH2:35][CH2:36][S:37][C:38]1[C:43](=[O:44])[NH:42][CH:41]=[C:40]([C:45]([O:47][CH2:48][CH3:49])=[O:46])[CH:39]=1. (2) The reactants are: [Cl:1][C:2]1[C:10]([O:11][CH3:12])=[CH:9][C:5]([C:6](O)=[O:7])=[CH:4][N:3]=1.B. Given the product [Cl:1][C:2]1[N:3]=[CH:4][C:5]([CH2:6][OH:7])=[CH:9][C:10]=1[O:11][CH3:12], predict the reactants needed to synthesize it. (3) Given the product [CH2:1]([O:8][CH2:9][C:10](=[N:19][S:17]([C:14]([CH3:16])([CH3:15])[CH3:13])=[O:18])[CH3:11])[C:2]1[CH:7]=[CH:6][CH:5]=[CH:4][CH:3]=1, predict the reactants needed to synthesize it. The reactants are: [CH2:1]([O:8][CH2:9][C:10](=O)[CH3:11])[C:2]1[CH:7]=[CH:6][CH:5]=[CH:4][CH:3]=1.[CH3:13][C:14]([S:17]([NH2:19])=[O:18])([CH3:16])[CH3:15].